This data is from Forward reaction prediction with 1.9M reactions from USPTO patents (1976-2016). The task is: Predict the product of the given reaction. Given the reactants Br[C:2]1[C:10]2[N:9]3[CH2:11][CH2:12][CH2:13][NH:14][C:15](=[O:16])[C:8]3=[CH:7][C:6]=2[CH:5]=[C:4]([F:17])[CH:3]=1.[CH3:18][O:19][C:20]1[CH:25]=[CH:24][C:23](B(O)O)=[CH:22][CH:21]=1, predict the reaction product. The product is: [F:17][C:4]1[CH:3]=[C:2]([C:23]2[CH:24]=[CH:25][C:20]([O:19][CH3:18])=[CH:21][CH:22]=2)[C:10]2[N:9]3[CH2:11][CH2:12][CH2:13][NH:14][C:15](=[O:16])[C:8]3=[CH:7][C:6]=2[CH:5]=1.